Dataset: Experimentally validated miRNA-target interactions with 360,000+ pairs, plus equal number of negative samples. Task: Binary Classification. Given a miRNA mature sequence and a target amino acid sequence, predict their likelihood of interaction. (1) The miRNA is hsa-miR-3684 with sequence UUAGACCUAGUACACGUCCUU. The protein sequence of the target gene is MDDPDCDSTWEEDEEDAEDAEDEDCEDGEAAGARDADAGDEDEESEEPRAARPSSFQSRMTGSRNWRATRDMCRYRHNYPDLVERDCNGDTPNLSFYRNEIRFLPNGCFIEDILQNWTDNYDLLEDNHSYIQWLFPLREPGVNWHAKPLTLREVEVFKSSQEIQERLVRAYELMLGFYGIRLEDRGTGTVGRAQNYQKRFQNLNWRSHNNLRITRILKSLGELGLEHFQAPLVRFFLEETLVRRELPGVRQSALDYFMFAVRCRHQRRQLVHFAWEHFRPRCKFVWGPQDKLRRFKPSSL.... Result: 0 (no interaction). (2) The miRNA is hsa-miR-548ao-5p with sequence AGAAGUAACUACGGUUUUUGCA. The protein sequence of the target gene is MEQGKGLAVLILAIILLQGTLAQSIKGNHLVKVYDYQEDGSVLLTCDAEAKNITWFKDGKMIGFLTEDKKKWNLGSNAKDPRGMYQCKGSQNKSKPLQVYYRMCQNCIELNAATISGFLFAEIVSIFVLAVGVYFIAGQDGVRQSRASDKQTLLPNDQLYQPLKDREDDQYSHLQGNQLRRN. Result: 0 (no interaction). (3) The miRNA is mmu-miR-216b-5p with sequence AAAUCUCUGCAGGCAAAUGUGA. The protein sequence of the target gene is MCEVMPTINEGDRLGPPHGADADANFEQLMVNMLDEREKLLESLRESQETLAATQSRLQDAIHERDQLQRHLNSALPQEFATLTRELSMCREQLLEREEEISELKAERNNTRLLLEHLECLVSRHERSLRMTVVKRQAQSPSGVSSEVEVLKALKSLFEHHKALDEKVRERLRAALERVTTLEEQLAGAHQQVSALQQGAGVRDGAAEEEGTVELGPKRLWKEDTGRVEELQELLEKQNFELSQARERLVTLTTTVTELEEDLGTARRDLIKSEELSSKHQRDLREALAQKEDMEERITT.... Result: 0 (no interaction). (4) The miRNA is hsa-miR-548as-3p with sequence UAAAACCCACAAUUAUGUUUGU. The protein sequence of the target gene is MAERGELDLTGAKQNTGVWLVKVPKYLSQQWAKASGRGEVGKLRIAKTQGRTEVSFTLNEDLANIHDIGGKPASVSAPREHPFVLQSVGGQTLTVFTESSSDKLSLEGIVVQRAECRPAASENYMRLKRLQIEESSKPVRLSQQLDKVVTTNYKPVANHQYNIEYERKKKEDGKRARADKQHVLDMLFSAFEKHQYYNLKDLVDITKQPVVYLKEILKEIGVQNVKGIHKNTWELKPEYRHYQGEEKSD. Result: 1 (interaction). (5) The miRNA is hsa-miR-3941 with sequence UUACACACAACUGAGGAUCAUA. The protein sequence of the target gene is MGARSGARGALLLALLLCWDPRLSQAGTDSGSEVLPDSFPSAPAEPLPYFLQEPQDAYIVKNKPVELRCRAFPATQIYFKCNGEWVSQNDHVTQEGLDEATGLRVREVQIEVSRQQVEELFGLEDYWCQCVAWSSAGTTKSRRAYVRIAYLRKNFDQEPLGKEVPLDHEVLLQCRPPEGVPVAEVEWLKNEDVIDPTQDTNFLLTIDHNLIIRQARLSDTANYTCVAKNIVAKRRSTTATVIVYVNGGWSSWAEWSPCSNRCGRGWQKRTRTCTNPAPLNGGAFCEGQAFQKTACTTICP.... Result: 1 (interaction). (6) The miRNA is hsa-miR-6859-5p with sequence GAGAGGAACAUGGGCUCAGGACA. The protein sequence of the target gene is MEPGEVKDRILENISLSVKKLQSYFAACEDEIPAIRNHDKVLQRLCEHLDHALLYGLQDLSSGYWVLVVHFTRREAIKQIEVLQHVATNLGRSRAWLYLALNENSLESYLRLFQENLGLLHKYYVKNALVCSHDHLTLFLTLVSGLEFIRFELDLDAPYLDLAPYMPDYYKPQYLLDFEDRLPSSVHGSDSLSLNSFNSVTSTNLEWDDSAIAPSSEDYDFGDVFPAVPSVPSTDWEDGDLTDTVSGPRSTASDLTSSKASTRSPTQRQNPFNEEPAETVSSSDTTPVHTTSQEKEEAQA.... Result: 1 (interaction). (7) The miRNA is mmu-miR-466m-3p with sequence UACAUACACACAUACACACGCA. The protein sequence of the target gene is MAGAQPGVHALQLKPVCVSDSLKKGTKFVKWDDDSTIVTPIILRTDPQGFFFYWTDQNKETELLDLSLVKDARCGRHAKAPKDPKLRELLDVGNIGRLEQRMITVVYGPDLVNISHLNLVAFQEEVAKEWTNEVFSLATNLLAQNMSRDAFLEKAYTKLKLQVTPEGRIPLKNIYRLFSADRKRVETALEACSLPSSRNDSIPQEDFTPEVYRVFLNNLCPRPEIDNIFSEFGAKSKPYLTVDQMMDFINLKQRDPRLNEILYPPLKQEQVQVLIEKYEPNNSLARKGQISVDGFMRYLS.... Result: 0 (no interaction). (8) The miRNA is hsa-miR-4662a-5p with sequence UUAGCCAAUUGUCCAUCUUUAG. The protein sequence of the target gene is MADGGGPKDAPSLRSSPGPAPRVPRAVGPSGGGGETPRTAALALRFDKPIKQAFYNTGAVLFVCLCCGAAVLVYFILEAFLRPLLWAVLCGTFLHPFKSSLTRLGRHWLQRLHRAHTPIVLAALLLPLCFVDYGVEALGEQALRRRRLLLLLGAGGPLLYGLYCLGSYLGVQVLLVHAATLICRGLDYFSSLWIWTLVVGYVLTVSFKWNASTERYLRAVSIPVWIILLFHLASLAGSWRIPVFLVIVFLMSVGTLYEKQNGKESSGAELPGQVISMAASTLANLAISITGYESSSEDQP.... Result: 1 (interaction).